The task is: Predict the reactants needed to synthesize the given product.. This data is from Full USPTO retrosynthesis dataset with 1.9M reactions from patents (1976-2016). (1) Given the product [NH2:6][C:7]1[CH:8]=[CH:9][CH:10]=[CH:11][C:1]=1[C:2]([NH:14][CH3:13])=[O:3], predict the reactants needed to synthesize it. The reactants are: [C:1]12[C:7](=[CH:8][CH:9]=[CH:10][CH:11]=1)[NH:6]C(=O)O[C:2]2=[O:3].[CH3:13][NH2:14]. (2) Given the product [C:51]([C:50]1[CH:53]=[CH:54][C:47]([C:11]2[CH:12]=[CH:13][C:14]3[C:15]([CH2:19][CH2:20][CH:21]4[CH2:22][CH2:23][N:24]([C:27]([O:29][C:30]([CH3:32])([CH3:33])[CH3:31])=[O:28])[CH2:25][CH2:26]4)=[N:16][O:17][C:18]=3[C:10]=2[CH2:9][OH:8])=[CH:48][CH:49]=1)#[N:52], predict the reactants needed to synthesize it. The reactants are: [Si]([O:8][CH2:9][C:10]1[C:18]2[O:17][N:16]=[C:15]([CH2:19][CH2:20][CH:21]3[CH2:26][CH2:25][N:24]([C:27]([O:29][C:30]([CH3:33])([CH3:32])[CH3:31])=[O:28])[CH2:23][CH2:22]3)[C:14]=2[CH:13]=[CH:12][C:11]=1OS(C(F)(F)F)(=O)=O)(C(C)(C)C)(C)C.C([Sn](CCCC)(CCCC)[C:47]1[CH:54]=[CH:53][C:50]([C:51]#[N:52])=[CH:49][CH:48]=1)CCC.[Cl-].[Li+].[F-].[K+].